From a dataset of NCI-60 drug combinations with 297,098 pairs across 59 cell lines. Regression. Given two drug SMILES strings and cell line genomic features, predict the synergy score measuring deviation from expected non-interaction effect. (1) Cell line: M14. Drug 1: C1=CC(=CC=C1CC(C(=O)O)N)N(CCCl)CCCl.Cl. Drug 2: CC1=C(N=C(N=C1N)C(CC(=O)N)NCC(C(=O)N)N)C(=O)NC(C(C2=CN=CN2)OC3C(C(C(C(O3)CO)O)O)OC4C(C(C(C(O4)CO)O)OC(=O)N)O)C(=O)NC(C)C(C(C)C(=O)NC(C(C)O)C(=O)NCCC5=NC(=CS5)C6=NC(=CS6)C(=O)NCCC[S+](C)C)O. Synergy scores: CSS=23.6, Synergy_ZIP=-3.07, Synergy_Bliss=5.23, Synergy_Loewe=-5.73, Synergy_HSA=1.85. (2) Drug 2: C1=CN(C=N1)CC(O)(P(=O)(O)O)P(=O)(O)O. Cell line: COLO 205. Drug 1: CCCCCOC(=O)NC1=NC(=O)N(C=C1F)C2C(C(C(O2)C)O)O. Synergy scores: CSS=-1.99, Synergy_ZIP=2.84, Synergy_Bliss=2.50, Synergy_Loewe=0.654, Synergy_HSA=-1.45. (3) Drug 1: CNC(=O)C1=CC=CC=C1SC2=CC3=C(C=C2)C(=NN3)C=CC4=CC=CC=N4. Drug 2: CCCS(=O)(=O)NC1=C(C(=C(C=C1)F)C(=O)C2=CNC3=C2C=C(C=N3)C4=CC=C(C=C4)Cl)F. Cell line: EKVX. Synergy scores: CSS=0.804, Synergy_ZIP=-1.72, Synergy_Bliss=-4.95, Synergy_Loewe=-6.79, Synergy_HSA=-4.40. (4) Drug 1: CNC(=O)C1=NC=CC(=C1)OC2=CC=C(C=C2)NC(=O)NC3=CC(=C(C=C3)Cl)C(F)(F)F. Drug 2: CC(C)(C#N)C1=CC(=CC(=C1)CN2C=NC=N2)C(C)(C)C#N. Cell line: HS 578T. Synergy scores: CSS=-2.21, Synergy_ZIP=-1.10, Synergy_Bliss=-6.78, Synergy_Loewe=-6.33, Synergy_HSA=-9.76. (5) Drug 1: CC1=C(C(=CC=C1)Cl)NC(=O)C2=CN=C(S2)NC3=CC(=NC(=N3)C)N4CCN(CC4)CCO. Drug 2: CCC1(C2=C(COC1=O)C(=O)N3CC4=CC5=C(C=CC(=C5CN(C)C)O)N=C4C3=C2)O.Cl. Cell line: SN12C. Synergy scores: CSS=33.6, Synergy_ZIP=-3.81, Synergy_Bliss=-1.83, Synergy_Loewe=-12.8, Synergy_HSA=-1.03.